From a dataset of Full USPTO retrosynthesis dataset with 1.9M reactions from patents (1976-2016). Predict the reactants needed to synthesize the given product. (1) Given the product [N:22]([CH2:25][CH2:26][C:27]1([O:33][CH3:34])[CH2:28][CH2:29][N:30]([C:2]2[N:7]=[C:6]([NH:8][C:9]3[N:14]=[CH:13][C:12]4[N:15]=[C:16]([CH3:21])[N:17]([CH:18]([CH3:20])[CH3:19])[C:11]=4[CH:10]=3)[CH:5]=[CH:4][N:3]=2)[CH2:31][CH2:32]1)=[N+:23]=[N-:24], predict the reactants needed to synthesize it. The reactants are: Cl[C:2]1[N:7]=[C:6]([NH:8][C:9]2[N:14]=[CH:13][C:12]3[N:15]=[C:16]([CH3:21])[N:17]([CH:18]([CH3:20])[CH3:19])[C:11]=3[CH:10]=2)[CH:5]=[CH:4][N:3]=1.[N:22]([CH2:25][CH2:26][C:27]1([O:33][CH3:34])[CH2:32][CH2:31][NH:30][CH2:29][CH2:28]1)=[N+:23]=[N-:24]. (2) Given the product [CH:1]1([CH2:4][O:5][C:9]2[CH:17]=[C:16]([CH3:18])[C:12]([C:13]([OH:15])=[O:14])=[CH:11][N:10]=2)[CH2:3][CH2:2]1, predict the reactants needed to synthesize it. The reactants are: [CH:1]1([CH2:4][OH:5])[CH2:3][CH2:2]1.[H-].[Na+].F[C:9]1[CH:17]=[C:16]([CH3:18])[C:12]([C:13]([OH:15])=[O:14])=[CH:11][N:10]=1.Cl. (3) Given the product [CH3:1][O:2][C:3]([C:4]1[CH:5]=[C:6]2[C:7](=[CH:8][CH:9]=1)[NH:10][N:20]=[CH:12][C:11]2=[O:13])=[O:14], predict the reactants needed to synthesize it. The reactants are: [CH3:1][O:2][C:3](=[O:14])[C:4]1[CH:9]=[CH:8][C:7]([NH2:10])=[C:6]([C:11](=[O:13])[CH3:12])[CH:5]=1.S(=O)(=O)(O)O.[N:20]([O-])=O.[Na+]. (4) Given the product [Br:1][C:2]1[CH:7]=[CH:6][C:5]([O:8][CH3:14])=[C:4]([N+:9]([O-:11])=[O:10])[CH:3]=1, predict the reactants needed to synthesize it. The reactants are: [Br:1][C:2]1[CH:7]=[CH:6][C:5]([OH:8])=[C:4]([N+:9]([O-:11])=[O:10])[CH:3]=1.[H-].[Na+].[CH3:14]I.O. (5) Given the product [C:15]([C:4]1[CH:5]=[C:6]2[C:10](=[C:2]([C:22]3[CH:23]=[CH:24][C:19]([C:17]#[N:18])=[CH:20][CH:21]=3)[CH:3]=1)[NH:9][C:8]([C:11]([NH2:13])=[O:12])=[C:7]2[CH3:14])#[N:16], predict the reactants needed to synthesize it. The reactants are: Br[C:2]1[CH:3]=[C:4]([C:15]#[N:16])[CH:5]=[C:6]2[C:10]=1[NH:9][C:8]([C:11]([NH2:13])=[O:12])=[C:7]2[CH3:14].[C:17]([C:19]1[CH:24]=[CH:23][C:22](B(O)O)=[CH:21][CH:20]=1)#[N:18]. (6) Given the product [C:30]([C:33]1[CH:34]=[C:35]([C:2]2[C:10]3[O:9][CH2:8][CH:7]([C:11]4[CH:16]=[CH:15][C:14]([CH:17]([CH3:18])[CH3:19])=[CH:13][CH:12]=4)[C:6]=3[C:5]([CH3:20])=[C:4]([NH:21][C:22](=[O:28])[CH2:23][C:24]([CH3:27])([CH3:26])[CH3:25])[C:3]=2[CH3:29])[CH:36]=[CH:37][CH:38]=1)(=[O:32])[CH3:31], predict the reactants needed to synthesize it. The reactants are: Br[C:2]1[C:10]2[O:9][CH2:8][CH:7]([C:11]3[CH:16]=[CH:15][C:14]([CH:17]([CH3:19])[CH3:18])=[CH:13][CH:12]=3)[C:6]=2[C:5]([CH3:20])=[C:4]([NH:21][C:22](=[O:28])[CH2:23][C:24]([CH3:27])([CH3:26])[CH3:25])[C:3]=1[CH3:29].[C:30]([C:33]1[CH:34]=[C:35](B(O)O)[CH:36]=[CH:37][CH:38]=1)(=[O:32])[CH3:31].